From a dataset of Forward reaction prediction with 1.9M reactions from USPTO patents (1976-2016). Predict the product of the given reaction. (1) Given the reactants [CH3:1][N:2]1[C:14]2[CH:13]=[CH:12][C:11]([CH2:15][C:16]([O:18][CH3:19])=[O:17])=[CH:10][C:9]=2[C:8]2[C:3]1=[CH:4][CH:5]=[CH:6][CH:7]=2.[CH3:20][Si]([N-][Si](C)(C)C)(C)C.[Na+].IC, predict the reaction product. The product is: [CH3:1][N:2]1[C:14]2[CH:13]=[CH:12][C:11]([CH:15]([CH3:20])[C:16]([O:18][CH3:19])=[O:17])=[CH:10][C:9]=2[C:8]2[C:3]1=[CH:4][CH:5]=[CH:6][CH:7]=2. (2) Given the reactants [Cl:1][C:2]1[CH:9]=[CH:8][C:7]([C:10]([F:13])([F:12])[F:11])=[CH:6][C:3]=1[CH:4]=O.[C:14]([NH:17][NH2:18])([NH2:16])=[NH:15].Cl, predict the reaction product. The product is: [ClH:1].[Cl:1][C:2]1[CH:9]=[CH:8][C:7]([C:10]([F:13])([F:12])[F:11])=[CH:6][C:3]=1[CH:4]=[N:18][NH:17][C:14]([NH2:16])=[NH:15]. (3) The product is: [Cl:27][C:28]1[C:36]([C:37]([F:39])([F:40])[F:38])=[CH:35][CH:34]=[CH:33][C:29]=1[C:30]([N:11]1[CH2:12][CH2:13][N:8]([C:3]2[CH:4]=[CH:5][CH:6]=[CH:7][C:2]=2[CH3:1])[C:9](=[O:14])[CH2:10]1)=[O:31]. Given the reactants [CH3:1][C:2]1[CH:7]=[CH:6][CH:5]=[CH:4][C:3]=1[N:8]1[CH2:13][CH2:12][NH:11][CH2:10][C:9]1=[O:14].Cl.CN(C)CCCN=C=NCC.[Cl:27][C:28]1[C:36]([C:37]([F:40])([F:39])[F:38])=[CH:35][CH:34]=[CH:33][C:29]=1[C:30](O)=[O:31].C(O)(=O)CC(CC(O)=O)(C(O)=O)O, predict the reaction product.